Dataset: Reaction yield outcomes from USPTO patents with 853,638 reactions. Task: Predict the reaction yield, written as a fraction of the theoretical maximum amount of product (1.0 means a 100% yield; for example, 0.34 means a 34% yield). The reactants are C1COCC1.[S:6]1[CH:10]=[CH:9][C:8]2[C:11]([N:15]3[CH2:20][CH2:19][N:18]([CH2:21][CH2:22][CH2:23][O:24][C:25]4[N:29]([CH3:30])[N:28]=[C:27]([CH2:31][O:32][Si](C(C)(C)C)(C)C)[CH:26]=4)[CH2:17][CH2:16]3)=[CH:12][CH:13]=[CH:14][C:7]1=2.[F-].C([N+](CCCC)(CCCC)CCCC)CCC. The catalyst is C(OCC)(=O)C. The product is [S:6]1[CH:10]=[CH:9][C:8]2[C:11]([N:15]3[CH2:16][CH2:17][N:18]([CH2:21][CH2:22][CH2:23][O:24][C:25]4[N:29]([CH3:30])[N:28]=[C:27]([CH2:31][OH:32])[CH:26]=4)[CH2:19][CH2:20]3)=[CH:12][CH:13]=[CH:14][C:7]1=2. The yield is 0.790.